This data is from Catalyst prediction with 721,799 reactions and 888 catalyst types from USPTO. The task is: Predict which catalyst facilitates the given reaction. Reactant: [CH:1]1([CH:6]([C:26]2[CH:31]=[CH:30][C:29]([CH2:32][N:33]3C(=O)C4C(=CC=CC=4)C3=O)=[CH:28][CH:27]=2)[C:7]([NH:9][C:10]2[C:11]([CH3:25])=[C:12]([CH2:16][CH2:17][C:18]([O:20][C:21]([CH3:24])([CH3:23])[CH3:22])=[O:19])[CH:13]=[CH:14][CH:15]=2)=[O:8])[CH2:5][CH2:4][CH2:3][CH2:2]1.O.NN. Product: [NH2:33][CH2:32][C:29]1[CH:30]=[CH:31][C:26]([CH:6]([CH:1]2[CH2:2][CH2:3][CH2:4][CH2:5]2)[C:7]([NH:9][C:10]2[C:11]([CH3:25])=[C:12]([CH2:16][CH2:17][C:18]([O:20][C:21]([CH3:22])([CH3:23])[CH3:24])=[O:19])[CH:13]=[CH:14][CH:15]=2)=[O:8])=[CH:27][CH:28]=1. The catalyst class is: 8.